Dataset: Forward reaction prediction with 1.9M reactions from USPTO patents (1976-2016). Task: Predict the product of the given reaction. (1) Given the reactants [F:1][C:2]([F:11])([F:10])[C:3]1[CH:9]=[CH:8][CH:7]=[CH:6][C:4]=1[NH2:5].[CH2:12]([O:14][C:15](=[O:29])[C:16]([C:21](=[O:28])[C:22]1[CH:27]=[CH:26][CH:25]=[CH:24][CH:23]=1)=[CH:17]OCC)[CH3:13], predict the reaction product. The product is: [CH2:12]([O:14][C:15](=[O:29])[C:16]([C:21](=[O:28])[C:22]1[CH:23]=[CH:24][CH:25]=[CH:26][CH:27]=1)=[CH:17][NH:5][C:4]1[CH:6]=[CH:7][CH:8]=[CH:9][C:3]=1[C:2]([F:10])([F:11])[F:1])[CH3:13]. (2) The product is: [ClH:5].[Cl:5][C:6]1[CH:7]=[CH:8][C:9]([C:12]([C:14]2[C:2]([SH:3])=[N:1][CH:17]=[CH:18][CH:19]=2)=[O:13])=[CH:10][CH:11]=1. Given the reactants [NH2:1][C:2](N)=[S:3].[Cl:5][C:6]1[CH:11]=[CH:10][C:9]([C:12]([C:14]2C(Cl)=N[CH:17]=[CH:18][CH:19]=2)=[O:13])=[CH:8][CH:7]=1, predict the reaction product. (3) Given the reactants FC(F)(F)C(O)=O.[Cl:8][C:9]1[CH:36]=[CH:35][CH:34]=[C:33]([Cl:37])[C:10]=1[C:11]([NH:13][C:14]1[CH:26]=[C:25]([C:27]2[CH:32]=[CH:31][CH:30]=[CH:29][CH:28]=2)[CH:24]=[CH:23][C:15]=1[C:16]([O:18]C(C)(C)C)=[O:17])=[O:12], predict the reaction product. The product is: [Cl:8][C:9]1[CH:36]=[CH:35][CH:34]=[C:33]([Cl:37])[C:10]=1[C:11]([NH:13][C:14]1[CH:26]=[C:25]([C:27]2[CH:32]=[CH:31][CH:30]=[CH:29][CH:28]=2)[CH:24]=[CH:23][C:15]=1[C:16]([OH:18])=[O:17])=[O:12].